The task is: Predict the product of the given reaction.. This data is from Forward reaction prediction with 1.9M reactions from USPTO patents (1976-2016). (1) Given the reactants Cl.[CH:2]1[C:11]2[CH2:10][CH2:9][CH2:8][C:7](=[O:12])[C:6]=2[CH:5]=[CH:4][N:3]=1.C1C=C[NH+]=CC=1.[Br:19][Br-]Br, predict the reaction product. The product is: [BrH:19].[Br:19][CH:8]1[CH2:9][CH2:10][C:11]2[CH:2]=[N:3][CH:4]=[CH:5][C:6]=2[C:7]1=[O:12]. (2) Given the reactants Cl.[N:2]1[CH:7]=[CH:6][CH:5]=[CH:4][C:3]=1[CH2:8][NH:9][C:10]([CH:12]1[CH2:16][CH2:15][NH:14][CH2:13]1)=[O:11].C(N(CC)CC)C.C(O)(=O)C.[C:28]1([CH3:43])[CH:33]=[CH:32][C:31]([O:34][C:35]2[CH:36]=[C:37]([CH:40]=[CH:41][CH:42]=2)[CH:38]=O)=[CH:30][CH:29]=1.C([BH3-])#N.[Na+], predict the reaction product. The product is: [N:2]1[CH:7]=[CH:6][CH:5]=[CH:4][C:3]=1[CH2:8][NH:9][C:10]([CH:12]1[CH2:16][CH2:15][N:14]([CH2:38][C:37]2[CH:40]=[CH:41][CH:42]=[C:35]([O:34][C:31]3[CH:32]=[CH:33][C:28]([CH3:43])=[CH:29][CH:30]=3)[CH:36]=2)[CH2:13]1)=[O:11]. (3) Given the reactants [CH3:1][O:2][C:3]1[CH:4]=[C:5]2[C:10](=[CH:11][CH:12]=1)[C:9](=[O:13])[CH2:8][CH2:7][CH2:6]2.N#N.[H-].[Na+].I[CH2:19][CH3:20], predict the reaction product. The product is: [CH2:19]([CH:8]1[CH2:7][CH2:6][C:5]2[C:10](=[CH:11][CH:12]=[C:3]([O:2][CH3:1])[CH:4]=2)[C:9]1=[O:13])[CH3:20]. (4) Given the reactants [Na+].[CH:2]1([N:5]2[C:9]([C:10]([O-])=[O:11])=[C:8]([C:13]3[CH:14]=[N:15][C:16]([N:19]([CH2:27][C:28]4[CH:33]=[CH:32][CH:31]=[CH:30][CH:29]=4)[CH2:20][C:21]4[CH:26]=[CH:25][CH:24]=[CH:23][CH:22]=4)=[CH:17][CH:18]=3)[N:7]=[C:6]2[C:34]2[CH:39]=[CH:38][C:37]([O:40][C:41]([F:44])([F:43])[F:42])=[CH:36][CH:35]=2)[CH2:4][CH2:3]1.[N:45]1([CH:50]2[CH2:55][CH2:54][NH:53][CH2:52][CH2:51]2)[CH2:49][CH2:48][CH2:47][CH2:46]1.C(N(CC)CC)C.CN(C(ON1N=NC2C=CC=NC1=2)=[N+](C)C)C.F[P-](F)(F)(F)(F)F, predict the reaction product. The product is: [CH:2]1([N:5]2[C:9]([C:10]([N:53]3[CH2:54][CH2:55][CH:50]([N:45]4[CH2:49][CH2:48][CH2:47][CH2:46]4)[CH2:51][CH2:52]3)=[O:11])=[C:8]([C:13]3[CH:14]=[N:15][C:16]([N:19]([CH2:20][C:21]4[CH:26]=[CH:25][CH:24]=[CH:23][CH:22]=4)[CH2:27][C:28]4[CH:33]=[CH:32][CH:31]=[CH:30][CH:29]=4)=[CH:17][CH:18]=3)[N:7]=[C:6]2[C:34]2[CH:35]=[CH:36][C:37]([O:40][C:41]([F:44])([F:42])[F:43])=[CH:38][CH:39]=2)[CH2:3][CH2:4]1. (5) Given the reactants [Cl:1][C:2]1[CH:7]=[C:6]([NH2:8])[CH:5]=[CH:4][C:3]=1[C:9]1[CH:14]=[CH:13][C:12]([S:15][CH3:16])=[CH:11][C:10]=1[F:17].[C:18](N1C=CN=C1)(N1C=CN=C1)=[S:19], predict the reaction product. The product is: [Cl:1][C:2]1[CH:7]=[C:6]([N:8]=[C:18]=[S:19])[CH:5]=[CH:4][C:3]=1[C:9]1[CH:14]=[CH:13][C:12]([S:15][CH3:16])=[CH:11][C:10]=1[F:17]. (6) The product is: [F:14][C:2]1([F:1])[CH2:7][CH2:6][CH2:5][O:4][C:3]1([CH3:13])[C:8]([O:10][CH2:11][CH3:12])=[O:9]. Given the reactants [F:1][C:2]1([F:14])[CH:7]=[CH:6][CH2:5][O:4][C:3]1([CH3:13])[C:8]([O:10][CH2:11][CH3:12])=[O:9], predict the reaction product. (7) Given the reactants C(OC([N:8]1[CH2:13][CH2:12][N:11]([C:14]2[N:19]=[C:18]([C:20]3[CH:25]=[CH:24][N:23]=[C:22]([NH:26][CH2:27]CC4C=CC(O)=CC=4)[CH:21]=3)[CH:17]=[C:16]([C:36](=[O:38])[NH2:37])[CH:15]=2)[CH2:10][CH2:9]1)=O)(C)(C)C.F[C:40](F)(F)[C:41](O)=O, predict the reaction product. The product is: [CH2:27]([NH:26][C:22]1[CH:21]=[C:20]([C:18]2[CH:17]=[C:16]([C:36]([NH2:37])=[O:38])[CH:15]=[C:14]([N:11]3[CH2:12][CH2:13][NH:8][CH2:9][CH2:10]3)[N:19]=2)[CH:25]=[CH:24][N:23]=1)[C:41]1[CH:40]=[CH:17][CH:16]=[CH:15][CH:14]=1. (8) Given the reactants C(Cl)(=O)C(Cl)=O.CS(C)=O.[CH2:11]([O:18][C:19](=[O:24])[NH:20][CH2:21][CH2:22][OH:23])[C:12]1[CH:17]=[CH:16][CH:15]=[CH:14][CH:13]=1.C(N(CC)CC)C, predict the reaction product. The product is: [CH2:11]([O:18][C:19](=[O:24])[NH:20][CH2:21][CH:22]=[O:23])[C:12]1[CH:17]=[CH:16][CH:15]=[CH:14][CH:13]=1.